This data is from Forward reaction prediction with 1.9M reactions from USPTO patents (1976-2016). The task is: Predict the product of the given reaction. (1) Given the reactants Cl[C:2]1[C:7]([C:8]#[N:9])=[CH:6][N:5]=[C:4]2[C:10]3[CH:16]=[CH:15][CH:14]=[CH:13][C:11]=3[O:12][C:3]=12.[NH2:17][C:18]1[CH:23]=[C:22]([OH:24])[C:21]([CH3:25])=[CH:20][CH:19]=1, predict the reaction product. The product is: [OH:24][C:22]1[CH:23]=[C:18]([NH:17][C:2]2[C:7]([C:8]#[N:9])=[CH:6][N:5]=[C:4]3[C:10]4[CH:16]=[CH:15][CH:14]=[CH:13][C:11]=4[O:12][C:3]=23)[CH:19]=[CH:20][C:21]=1[CH3:25]. (2) Given the reactants C(C1C=C(C=CC=1O)N)(C)C.[OH:12][C:13]1[CH:14]=[C:15]2[C:19](=[CH:20][C:21]=1[CH:22]([CH3:24])[CH3:23])[NH:18][C:17](=[O:25])[C:16]2=[O:26].[CH:27]1[C:32]([NH:33][NH2:34])=[CH:31][CH:30]=[C:29]([S:35]([NH2:38])(=[O:37])=[O:36])[CH:28]=1.Cl, predict the reaction product. The product is: [OH:12][C:13]1[CH:14]=[C:15]2[C:19](=[CH:20][C:21]=1[CH:22]([CH3:24])[CH3:23])[NH:18][C:17](=[O:25])[C:16]2=[O:26].[OH:12][C:13]1[CH:14]=[C:15]2[C:19](=[CH:20][C:21]=1[CH:22]([CH3:24])[CH3:23])[NH:18][C:17](=[O:25])[C:16]2=[N:34][NH:33][C:32]1[CH:31]=[CH:30][C:29]([S:35]([NH2:38])(=[O:36])=[O:37])=[CH:28][CH:27]=1. (3) Given the reactants [CH3:1][C:2]([C:4]1[CH:9]=[CH:8][CH:7]=[C:6]([Br:10])[CH:5]=1)=O.[Si](OCC)(OCC)(OCC)OCC.[CH:24]([C:27]1[CH:33]=[CH:32][CH:31]=[C:30]([CH:34]([CH3:36])[CH3:35])[C:28]=1[NH2:29])([CH3:26])[CH3:25].OS(O)(=O)=O, predict the reaction product. The product is: [Br:10][C:6]1[CH:5]=[C:4]([C:2](=[N:29][C:28]2[C:30]([CH:34]([CH3:35])[CH3:36])=[CH:31][CH:32]=[CH:33][C:27]=2[CH:24]([CH3:26])[CH3:25])[CH3:1])[CH:9]=[CH:8][CH:7]=1. (4) Given the reactants O=[C:2]1[C:11]2[CH2:10][CH2:9][N:8]([C:12]([O:14][C:15]([CH3:18])([CH3:17])[CH3:16])=[O:13])[CH2:7][C:6]=2[NH:5][C:4]2[CH:19]=[CH:20][CH:21]=[C:22]([C:23]([O:25]C)=O)[C:3]1=2.O.[NH2:28][NH2:29].C(O)(=O)C.O, predict the reaction product. The product is: [O:25]=[C:23]1[C:22]2[C:3]3=[C:4]([CH:19]=[CH:20][CH:21]=2)[NH:5][C:6]2[CH2:7][N:8]([C:12]([O:14][C:15]([CH3:16])([CH3:18])[CH3:17])=[O:13])[CH2:9][CH2:10][C:11]=2[C:2]3=[N:29][NH:28]1. (5) Given the reactants [C:1]([C:4]1[C:22](=[O:23])[C@@:8]2([CH3:24])[C:9]3[C:15]([OH:16])=[CH:14][C:13]([O:17][CH3:18])=[C:12]([C:19]([NH2:21])=[O:20])[C:10]=3[O:11][C:7]2=[CH:6][C:5]=1[OH:25])(=[O:3])[CH3:2].[CH:26]([C:28]1[C:33]([CH3:34])=[CH:32][C:31]([NH:35][S:36]([CH3:39])(=[O:38])=[O:37])=[CH:30][C:29]=1[CH3:40])=O.C([SiH](CC)CC)C.FC(F)(F)C(O)=O, predict the reaction product. The product is: [C:1]([C:4]1[C:22](=[O:23])[C@@:8]2([CH3:24])[C:9]3[C:15]([OH:16])=[CH:14][C:13]([O:17][CH3:18])=[C:12]([C:19]([NH:21][CH2:26][C:28]4[C:33]([CH3:34])=[CH:32][C:31]([NH:35][S:36]([CH3:39])(=[O:38])=[O:37])=[CH:30][C:29]=4[CH3:40])=[O:20])[C:10]=3[O:11][C:7]2=[CH:6][C:5]=1[OH:25])(=[O:3])[CH3:2]. (6) The product is: [CH3:34][O:33][C:12]1[CH:13]=[C:14]2[C:19](=[CH:20][C:11]=1[O:10][CH2:9][CH2:8][CH2:7][N:41]1[CH2:46][CH2:45][CH2:44][CH2:43][CH2:42]1)[N:18]=[CH:17][CH:16]=[C:15]2[O:21][C:22]1[C:23]([CH3:32])=[N:24][C:25]2[C:30]([CH:31]=1)=[CH:29][CH:28]=[CH:27][CH:26]=2. Given the reactants CN(C)C=O.Cl[CH2:7][CH2:8][CH2:9][O:10][C:11]1[CH:20]=[C:19]2[C:14]([C:15]([O:21][C:22]3[C:23]([CH3:32])=[N:24][C:25]4[C:30]([CH:31]=3)=[CH:29][CH:28]=[CH:27][CH:26]=4)=[CH:16][CH:17]=[N:18]2)=[CH:13][C:12]=1[O:33][CH3:34].C(=O)([O-])[O-].[K+].[K+].[NH:41]1[CH2:46][CH2:45][CH2:44][CH2:43][CH2:42]1, predict the reaction product. (7) The product is: [CH3:1][C:2]1[CH:7]=[C:6]([O:8][CH2:9][CH2:10][CH2:11][S:12]([CH3:15])(=[O:13])=[O:14])[CH:5]=[C:4]([CH3:16])[C:3]=1[C:17]1[CH:22]=[CH:21][CH:20]=[C:19]([CH2:23][O:24][C:25]2[CH:30]=[CH:29][C:28]([C:31]3([CH2:39][C:40]([OH:42])=[O:41])[CH2:34][N:33]([S:35]([CH3:38])(=[O:37])=[O:36])[CH2:32]3)=[CH:27][CH:26]=2)[CH:18]=1. Given the reactants [CH3:1][C:2]1[CH:7]=[C:6]([O:8][CH2:9][CH2:10][CH2:11][S:12]([CH3:15])(=[O:14])=[O:13])[CH:5]=[C:4]([CH3:16])[C:3]=1[C:17]1[CH:22]=[CH:21][CH:20]=[C:19]([CH2:23][O:24][C:25]2[CH:30]=[CH:29][C:28]([C:31]3([CH2:39][C:40]([O:42]CC)=[O:41])[CH2:34][N:33]([S:35]([CH3:38])(=[O:37])=[O:36])[CH2:32]3)=[CH:27][CH:26]=2)[CH:18]=1.O.[OH-].[Li+], predict the reaction product. (8) Given the reactants [CH3:1][C:2]([N+:14]([O-])=O)([CH3:13])[CH2:3][N:4]1[CH2:9][CH2:8][N:7]([C:10](=[O:12])[CH3:11])[CH2:6][CH2:5]1.[ClH:17], predict the reaction product. The product is: [ClH:17].[ClH:17].[NH2:14][C:2]([CH3:13])([CH3:1])[CH2:3][N:4]1[CH2:9][CH2:8][N:7]([C:10](=[O:12])[CH3:11])[CH2:6][CH2:5]1. (9) Given the reactants [F:1][CH:2]([F:33])[CH2:3][O:4][C:5]1[CH:10]=[CH:9][C:8]([F:11])=[CH:7][C:6]=1[C:12]1[C:13]2[N:14]([N:18]=[C:19]([NH:21][C:22]3[CH:32]=[CH:31][C:25]4[CH2:26][CH2:27][NH:28][CH2:29][CH2:30][C:24]=4[CH:23]=3)[N:20]=2)[CH:15]=[CH:16][CH:17]=1.Cl[CH2:35][C:36]([N:38]([CH3:40])[CH3:39])=[O:37], predict the reaction product. The product is: [F:33][CH:2]([F:1])[CH2:3][O:4][C:5]1[CH:10]=[CH:9][C:8]([F:11])=[CH:7][C:6]=1[C:12]1[C:13]2[N:14]([N:18]=[C:19]([NH:21][C:22]3[CH:32]=[CH:31][C:25]4[CH2:26][CH2:27][N:28]([CH2:35][C:36]([N:38]([CH3:40])[CH3:39])=[O:37])[CH2:29][CH2:30][C:24]=4[CH:23]=3)[N:20]=2)[CH:15]=[CH:16][CH:17]=1. (10) Given the reactants Br[C:2]1[CH:9]=[CH:8][C:5]([CH:6]=[O:7])=[CH:4][CH:3]=1.[CH3:10][N:11]1[CH2:19][CH:18]2[CH:13]([NH:14][CH2:15][CH2:16][CH2:17]2)[CH2:12]1, predict the reaction product. The product is: [CH3:10][N:11]1[CH2:19][CH:18]2[CH:13]([N:14]([C:2]3[CH:9]=[CH:8][C:5]([CH:6]=[O:7])=[CH:4][CH:3]=3)[CH2:15][CH2:16][CH2:17]2)[CH2:12]1.